The task is: Regression/Classification. Given a drug SMILES string, predict its absorption, distribution, metabolism, or excretion properties. Task type varies by dataset: regression for continuous measurements (e.g., permeability, clearance, half-life) or binary classification for categorical outcomes (e.g., BBB penetration, CYP inhibition). Dataset: cyp1a2_veith.. This data is from CYP1A2 inhibition data for predicting drug metabolism from PubChem BioAssay. The drug is O=C(Nc1ccccc1)N1CCCC2(CCN(C(=O)c3cnccn3)CC2)C1. The result is 0 (non-inhibitor).